This data is from HIV replication inhibition screening data with 41,000+ compounds from the AIDS Antiviral Screen. The task is: Binary Classification. Given a drug SMILES string, predict its activity (active/inactive) in a high-throughput screening assay against a specified biological target. (1) The compound is CN(C)c1ccc(N=Nc2cccc3ccoc23)cc1. The result is 0 (inactive). (2) The molecule is COC(=O)C12CCC(C)C(C)C1C1=CCC3C4(C)CCC(OC(C)=O)C(C)(C)C4CCC3(C)C1(C)C(O)C2. The result is 0 (inactive). (3) The compound is Cc1cnc(SCCN(C)C)nc1-c1ccc(-c2nc(SCCN(C)C)ncc2C)s1. The result is 0 (inactive). (4) The result is 0 (inactive). The molecule is CN(CCCl)CCCn1ccnc1[N+](=O)[O-].Cl. (5) The drug is NC(=O)c1ccc[n+](C2=C([N-]S(=O)(=O)c3ccccc3)C(=O)c3ccccc3C2=O)c1. The result is 0 (inactive). (6) The compound is c1ccc(P(CCP(c2ccccc2)c2ccccc2)CCP(c2ccccc2)c2ccccc2)cc1. The result is 0 (inactive).